Dataset: Forward reaction prediction with 1.9M reactions from USPTO patents (1976-2016). Task: Predict the product of the given reaction. (1) Given the reactants Br[C:2]1[CH:15]=[C:14]2[C:5]([O:6][C:7]3[C:8]([F:24])=[CH:9][C:10]([O:22][CH3:23])=[CH:11][C:12]=3[C@@:13]32[CH2:20][CH2:19][O:18][C:17]([NH2:21])=[N:16]3)=[CH:4][CH:3]=1.[F:25][C:26]1[C:31](B(O)O)=[CH:30][CH:29]=[CH:28][N:27]=1.FC(F)(F)S(O[CH2:41][C:42]([F:45])(C)[CH3:43])(=O)=O, predict the reaction product. The product is: [F:24][C:8]1[C:7]2[O:6][C:5]3[C:14](=[CH:15][C:2]([C:31]4[C:26]([F:25])=[N:27][CH:28]=[CH:29][CH:30]=4)=[CH:3][CH:4]=3)[C@@:13]3([CH2:20][CH2:19][O:18][C:17]([NH2:21])=[N:16]3)[C:12]=2[CH:11]=[C:10]([O:22][CH2:23][C:42]([F:45])([CH3:43])[CH3:41])[CH:9]=1. (2) Given the reactants C1(S([N:10]2[C:18]3[C:13](=[CH:14][CH:15]=[CH:16][CH:17]=3)[CH:12]=[C:11]2[C:19]2[CH:20]=[C:21]([O:24][CH2:25][C:26]3[CH:27]=[C:28]([NH:32][C:33](=[O:35])[CH3:34])[CH:29]=[CH:30][CH:31]=3)[NH:22][N:23]=2)(=O)=O)C=CC=CC=1.C1(S(N2C3C(=CC=CC=3)C=C2C2C=C(OCC3C=C(O)C=CC=3)NN=2)(=O)=O)C=CC=CC=1.C1(S(N2C3C(=CC=CC=3)C=C2C2NN=C(O)C=2)(=O)=O)C=CC=CC=1, predict the reaction product. The product is: [NH:10]1[C:18]2[C:13](=[CH:14][CH:15]=[CH:16][CH:17]=2)[CH:12]=[C:11]1[C:19]1[CH:20]=[C:21]([O:24][CH2:25][C:26]2[CH:27]=[C:28]([NH:32][C:33](=[O:35])[CH3:34])[CH:29]=[CH:30][CH:31]=2)[NH:22][N:23]=1. (3) Given the reactants Br[C:2]1[N:6]2[CH:7]=[CH:8][C:9]([CH:11]3[CH2:14][CH2:13][CH2:12]3)=[N:10][C:5]2=[N:4][CH:3]=1.CC1(C)C(C)(C)OB([C:23]2[CH:24]=[C:25]([C:29]3[C:30]([C:35]#[N:36])=[CH:31][CH:32]=[CH:33][CH:34]=3)[CH:26]=[CH:27][CH:28]=2)O1, predict the reaction product. The product is: [CH:11]1([C:9]2[CH:8]=[CH:7][N:6]3[C:2]([C:27]4[CH:26]=[C:25]([C:29]5[C:30]([C:35]#[N:36])=[CH:31][CH:32]=[CH:33][CH:34]=5)[CH:24]=[CH:23][CH:28]=4)=[CH:3][N:4]=[C:5]3[N:10]=2)[CH2:14][CH2:13][CH2:12]1. (4) Given the reactants C(OC(=O)[NH:7][C:8]1[CH:13]=[CH:12][C:11]([C:14]([F:17])([F:16])[F:15])=[CH:10][C:9]=1[NH:18][C:19](=[O:38])[CH2:20][C:21]([C:23]1[CH:28]=[CH:27][CH:26]=[C:25]([C:29]2[CH:30]=[N:31][C:32]([CH:35]3[CH2:37][CH2:36]3)=[CH:33][CH:34]=2)[CH:24]=1)=O)(C)(C)C.C(O)(C(F)(F)F)=O, predict the reaction product. The product is: [CH:35]1([C:32]2[N:31]=[CH:30][C:29]([C:25]3[CH:24]=[C:23]([C:21]4[CH2:20][C:19](=[O:38])[NH:18][C:9]5[CH:10]=[C:11]([C:14]([F:16])([F:17])[F:15])[CH:12]=[CH:13][C:8]=5[N:7]=4)[CH:28]=[CH:27][CH:26]=3)=[CH:34][CH:33]=2)[CH2:36][CH2:37]1. (5) The product is: [C:1]([O:5][C:6]([N:8]1[CH2:9][CH2:10][CH:11]([C:14](=[O:16])[NH:33][CH2:34][C:35]([C:37]2[CH:42]=[CH:41][C:40]([F:43])=[C:39]([C:44]([F:47])([F:45])[F:46])[CH:38]=2)=[O:36])[CH2:12][CH2:13]1)=[O:7])([CH3:2])([CH3:3])[CH3:4]. Given the reactants [C:1]([O:5][C:6]([N:8]1[CH2:13][CH2:12][CH:11]([C:14]([OH:16])=O)[CH2:10][CH2:9]1)=[O:7])([CH3:4])([CH3:3])[CH3:2].CN1CCOCC1.ClC(OCC(C)C)=O.Cl.[NH2:33][CH2:34][C:35]([C:37]1[CH:42]=[CH:41][C:40]([F:43])=[C:39]([C:44]([F:47])([F:46])[F:45])[CH:38]=1)=[O:36], predict the reaction product.